From a dataset of Full USPTO retrosynthesis dataset with 1.9M reactions from patents (1976-2016). Predict the reactants needed to synthesize the given product. (1) Given the product [OH:1][C:2]1[CH:10]=[C:9]2[C:8](=[CH:4][CH:3]=1)[C:7](=[CH:22][CH2:26][CH3:27])[C:6]1([CH2:19][C:18]3[C:13](=[CH:14][CH:15]=[C:16]([OH:20])[CH:17]=3)[CH2:12]1)[CH:5]2[CH3:30], predict the reactants needed to synthesize it. The reactants are: [OH:1][C:2]1[CH:3]=[C:4]2[C:8](=[CH:9][CH:10]=1)[C:7](=O)[C:6]1([CH2:19][C:18]3[C:13](=[CH:14][CH:15]=[C:16]([OH:20])[CH:17]=3)[CH2:12]1)[CH:5]2C.[C:22]([CH2:26][CH2:27][Mg]Br)(F)(F)F.[CH2:30]1COCC1. (2) Given the product [Cl:17][C:10]1[CH:11]=[C:12]([CH3:16])[CH:13]=[C:14]([Cl:15])[C:9]=1[O:8][CH2:7][CH2:6][O:5][C:9]1[CH:14]=[CH:13][C:12]([C:23]([O:22][CH3:21])=[O:26])=[CH:11][CH:10]=1, predict the reactants needed to synthesize it. The reactants are: CS([O:5][CH2:6][CH2:7][O:8][C:9]1[C:14]([Cl:15])=[CH:13][C:12]([CH3:16])=[CH:11][C:10]=1[Cl:17])(=O)=O.CN([CH:21]=[O:22])C.[C:23](=[O:26])([O-])[O-].[K+].[K+]. (3) Given the product [C:1]([O:5][C:6](=[O:31])[N:7]([C:17]1[CH:22]=[C:21]([CH2:23][C@H:24]2[C:27](=[O:28])[N:26]([C:33](=[O:34])[NH:32][C@@H:35]([C:37]3[CH:42]=[CH:41][CH:40]=[CH:39][CH:38]=3)[CH3:36])[C@@H:25]2[C:29]#[N:30])[CH:20]=[CH:19][N:18]=1)[CH2:8][C:9]1[CH:14]=[CH:13][C:12]([O:15][CH3:16])=[CH:11][CH:10]=1)([CH3:4])([CH3:2])[CH3:3], predict the reactants needed to synthesize it. The reactants are: [C:1]([O:5][C:6](=[O:31])[N:7]([C:17]1[CH:22]=[C:21]([CH2:23][C@H:24]2[C:27](=[O:28])[NH:26][C@@H:25]2[C:29]#[N:30])[CH:20]=[CH:19][N:18]=1)[CH2:8][C:9]1[CH:14]=[CH:13][C:12]([O:15][CH3:16])=[CH:11][CH:10]=1)([CH3:4])([CH3:3])[CH3:2].[N:32]([C@@H:35]([C:37]1[CH:42]=[CH:41][CH:40]=[CH:39][CH:38]=1)[CH3:36])=[C:33]=[O:34]. (4) Given the product [F:1][C:2]1[CH:7]=[CH:6][CH:5]=[C:4]([F:8])[C:3]=1[N:9]1[C:14]2[N:15]=[C:16]([NH:28][CH2:29][CH2:30][N:31]([CH3:32])[CH3:33])[N:17]=[C:18]([C:19]3[CH:20]=[CH:21][CH:25]=[CH:26][C:27]=3[C:42]([NH:35][C:36]3[CH:41]=[CH:40][CH:39]=[CH:38][CH:37]=3)=[O:75])[C:13]=2[CH2:12][NH:11][C:10]1=[O:34], predict the reactants needed to synthesize it. The reactants are: [F:1][C:2]1[CH:7]=[CH:6][CH:5]=[C:4]([F:8])[C:3]=1[N:9]1[C:14]2[N:15]=[C:16]([NH:28][CH2:29][CH2:30][N:31]([CH3:33])[CH3:32])[N:17]=[C:18]([C:19]3[CH:20]=[C:21]([CH:25]=[CH:26][CH:27]=3)C(O)=O)[C:13]=2[CH2:12][NH:11][C:10]1=[O:34].[NH2:35][C:36]1[CH:41]=[CH:40][CH:39]=[CH:38][CH:37]=1.[CH3:42]N(C(ON1N=NC2C=CC=NC1=2)=[N+](C)C)C.F[P-](F)(F)(F)(F)F.C(N(C(C)C)CC)(C)C.[OH2:75]. (5) Given the product [C:1]([C:5]1[CH:29]=[CH:28][C:8]([CH2:9][N:10]2[CH2:14][CH:13]([CH2:15][CH2:16][CH2:17][C:18]3[CH:19]=[CH:20][C:21]([O:24][CH3:25])=[C:22]([I:30])[CH:23]=3)[N:12]([CH3:26])[C:11]2=[O:27])=[CH:7][CH:6]=1)([CH3:4])([CH3:2])[CH3:3], predict the reactants needed to synthesize it. The reactants are: [C:1]([C:5]1[CH:29]=[CH:28][C:8]([CH2:9][N:10]2[CH2:14][CH:13]([CH2:15][CH2:16][CH2:17][C:18]3[CH:23]=[CH:22][C:21]([O:24][CH3:25])=[CH:20][CH:19]=3)[N:12]([CH3:26])[C:11]2=[O:27])=[CH:7][CH:6]=1)([CH3:4])([CH3:3])[CH3:2].[I:30]I. (6) Given the product [C:1]([N:5]1[CH2:10][CH2:9][N:8]([C:11]2[C:20]3[C:15](=[CH:16][C:17]([C:22]4[C:31]5[C:26](=[CH:27][CH:28]=[CH:29][CH:30]=5)[CH:25]=[C:24]([OH:32])[CH:23]=4)=[C:18]([Cl:21])[CH:19]=3)[N:14]=[C:13]([C:33]#[N:35])[N:12]=2)[CH2:7][CH2:6]1)(=[O:4])[CH:2]=[CH2:3], predict the reactants needed to synthesize it. The reactants are: [C:1]([N:5]1[CH2:10][CH2:9][N:8]([C:11]2[C:20]3[C:15](=[CH:16][C:17]([C:22]4[C:31]5[C:26](=[CH:27][CH:28]=[CH:29][CH:30]=5)[CH:25]=[C:24]([OH:32])[CH:23]=4)=[C:18]([Cl:21])[CH:19]=3)[N:14]=[C:13]([C:33]([NH2:35])=O)[N:12]=2)[CH2:7][CH2:6]1)(=[O:4])[CH:2]=[CH2:3].CCN(CC)CC.O(C(C(F)(F)F)=O)C(C(F)(F)F)=O. (7) Given the product [CH2:27]([NH:29][CH2:1][C:3]1[N:8]=[C:7]([C:9]([F:12])([F:10])[F:11])[N:6]=[C:5]([O:13][CH:14]2[CH2:15][CH2:16][N:17]([C:20]([O:22][C:23]([CH3:25])([CH3:24])[CH3:26])=[O:21])[CH2:18][CH2:19]2)[CH:4]=1)[CH3:28], predict the reactants needed to synthesize it. The reactants are: [CH:1]([C:3]1[N:8]=[C:7]([C:9]([F:12])([F:11])[F:10])[N:6]=[C:5]([O:13][CH:14]2[CH2:19][CH2:18][N:17]([C:20]([O:22][C:23]([CH3:26])([CH3:25])[CH3:24])=[O:21])[CH2:16][CH2:15]2)[CH:4]=1)=O.[CH2:27]([NH2:29])[CH3:28]. (8) Given the product [O:38]1[CH:42]=[CH:41][C:40]([C:2]2[C:3]3[C@@H:4]4[CH2:22][CH2:21][NH:20][CH2:19][CH2:18][C@@H:5]4[NH:6][C:7]=3[CH:8]=[CH:9][CH:10]=2)=[CH:39]1, predict the reactants needed to synthesize it. The reactants are: Br[C:2]1[C:3]2[CH:4]3[CH2:22][CH2:21][N:20](C(OC(C)(C)C)=O)[CH2:19][CH2:18][CH:5]3[N:6](C(OC(C)(C)C)=O)[C:7]=2[CH:8]=[CH:9][CH:10]=1.P([O-])([O-])([O-])=O.[K+].[K+].[K+].[O:38]1[CH:42]=[CH:41][C:40](B(O)O)=[CH:39]1.N#N. (9) Given the product [Cl:28][C:29]1[CH:34]=[CH:33][C:32]([C:35]2[N:36]=[C:37]3[CH:42]=[CH:41][CH:40]=[CH:39][N:38]3[C:43]=2[CH2:44][N:45]2[C:49]([C:50]([NH:2][CH3:1])=[O:52])=[CH:48][C:47]([CH3:54])=[N:46]2)=[CH:31][CH:30]=1, predict the reactants needed to synthesize it. The reactants are: [CH3:1][NH:2]C(C1N(CC2N3C=C(C)C=CC3=NC=2C2C=CC(C)=CC=2)N=CN=1)=O.[Cl:28][C:29]1[CH:34]=[CH:33][C:32]([C:35]2[N:36]=[C:37]3[CH:42]=[CH:41][CH:40]=[CH:39][N:38]3[C:43]=2[CH2:44][N:45]2[C:49]([C:50]([O:52]C)=O)=[CH:48][C:47]([CH3:54])=[N:46]2)=[CH:31][CH:30]=1.CN.